From a dataset of Full USPTO retrosynthesis dataset with 1.9M reactions from patents (1976-2016). Predict the reactants needed to synthesize the given product. (1) Given the product [F:1][C:2]1[CH:7]=[CH:6][CH:5]=[CH:4][C:3]=1[C:8]1[N:16]=[C:11]2[CH:12]=[N:13][N:14]([CH2:18][C:19]3[O:23][N:22]=[C:21]([C:24]4[CH:25]=[C:26]5[C:30](=[CH:31][CH:32]=4)[NH:29][CH:28]=[CH:27]5)[CH:20]=3)[CH:15]=[C:10]2[N:9]=1, predict the reactants needed to synthesize it. The reactants are: [F:1][C:2]1[CH:7]=[CH:6][CH:5]=[CH:4][C:3]=1[C:8]1[N:16]=[C:11]2[CH:12]=[N:13][NH:14][CH:15]=[C:10]2[N:9]=1.Cl[CH2:18][C:19]1[O:23][N:22]=[C:21]([C:24]2[CH:25]=[C:26]3[C:30](=[CH:31][CH:32]=2)[NH:29][CH:28]=[CH:27]3)[CH:20]=1. (2) The reactants are: [Cl:1][C:2]1[CH:7]=[CH:6][CH:5]=[CH:4][C:3]=1[C@H:8]([O:10][C:11](=[O:26])[NH:12][C:13]1[C:14]([C:19]2[CH:24]=[CH:23][C:22](Br)=[CH:21][CH:20]=2)=[N:15][O:16][C:17]=1[CH3:18])[CH3:9].C([O:29][C:30]([CH2:32][C:33]1[CH:38]=[CH:37][C:36](B(O)O)=[CH:35][CH:34]=1)=[O:31])C. Given the product [Cl:1][C:2]1[CH:7]=[CH:6][CH:5]=[CH:4][C:3]=1[C@H:8]([O:10][C:11]([NH:12][C:13]1[C:14]([C:19]2[CH:24]=[CH:23][C:22]([C:36]3[CH:37]=[CH:38][C:33]([CH2:32][C:30]([OH:31])=[O:29])=[CH:34][CH:35]=3)=[CH:21][CH:20]=2)=[N:15][O:16][C:17]=1[CH3:18])=[O:26])[CH3:9], predict the reactants needed to synthesize it.